Dataset: Full USPTO retrosynthesis dataset with 1.9M reactions from patents (1976-2016). Task: Predict the reactants needed to synthesize the given product. Given the product [CH2:43]([O:42][C@H:40]([CH3:41])[CH2:39][O:38][CH2:37][C:34]1[CH:35]=[CH:36][C:31]([C@@H:11]2[C@@H:12]([O:14][CH2:15][C:16]3[CH:17]=[CH:18][C:19]4[O:24][CH2:23][CH2:22][N:21]([CH2:25][CH2:26][CH2:27][O:28][CH3:29])[C:20]=4[CH:30]=3)[CH2:13][NH:8][CH2:9][C@H:10]2[CH2:45][NH:46][C:47](=[O:49])[CH3:48])=[CH:32][CH:33]=1)[CH3:44], predict the reactants needed to synthesize it. The reactants are: C(OC([N:8]1[CH2:13][C@H:12]([O:14][CH2:15][C:16]2[CH:17]=[CH:18][C:19]3[O:24][CH2:23][CH2:22][N:21]([CH2:25][CH2:26][CH2:27][O:28][CH3:29])[C:20]=3[CH:30]=2)[C@@H:11]([C:31]2[CH:36]=[CH:35][C:34]([CH2:37][O:38][CH2:39][C@H:40]([O:42][CH2:43][CH3:44])[CH3:41])=[CH:33][CH:32]=2)[C@H:10]([CH2:45][NH2:46])[CH2:9]1)=O)(C)(C)C.[C:47](Cl)(=[O:49])[CH3:48].